Dataset: Full USPTO retrosynthesis dataset with 1.9M reactions from patents (1976-2016). Task: Predict the reactants needed to synthesize the given product. (1) Given the product [CH3:34][C:35]([C:39]1[CH:44]=[CH:43][C:42]([N+:45]([O-:47])=[O:46])=[CH:41][CH:40]=1)([CH3:38])[CH2:36][CH:2]=[O:3], predict the reactants needed to synthesize it. The reactants are: [Cl-].[CH3:2][O:3]C[P+](C1C=CC=CC=1)(C1C=CC=CC=1)C1C=CC=CC=1.C[Si]([N-][Si](C)(C)C)(C)C.[K+].[CH3:34][C:35]([C:39]1[CH:44]=[CH:43][C:42]([N+:45]([O-:47])=[O:46])=[CH:41][CH:40]=1)([CH3:38])[CH:36]=O. (2) Given the product [Cl:8][C:6]1[N:7]=[C:2]([NH:18][C:17]2[CH:19]=[CH:20][C:14]([N+:11]([O-:13])=[O:12])=[CH:15][CH:16]=2)[C:3](=[O:10])[O:4][C:5]=1[CH3:9], predict the reactants needed to synthesize it. The reactants are: Cl[C:2]1[C:3](=[O:10])[O:4][C:5]([CH3:9])=[C:6]([Cl:8])[N:7]=1.[N+:11]([C:14]1[CH:20]=[CH:19][C:17]([NH2:18])=[CH:16][CH:15]=1)([O-:13])=[O:12].O. (3) Given the product [Cl:1][C:2]1[CH:7]=[C:6]([Cl:8])[CH:5]=[CH:4][C:3]=1[C:9]1[C:17]2[C:13](=[C:14]([C:19]3[O:20][CH:23]=[N:22][N:21]=3)[N:15]([CH3:18])[N:16]=2)[CH:12]=[CH:11][CH:10]=1, predict the reactants needed to synthesize it. The reactants are: [Cl:1][C:2]1[CH:7]=[C:6]([Cl:8])[CH:5]=[CH:4][C:3]=1[C:9]1[C:17]2[C:13](=[C:14]([C:19]([NH:21][NH2:22])=[O:20])[N:15]([CH3:18])[N:16]=2)[CH:12]=[CH:11][CH:10]=1.[CH3:23]OC(OC)OC.O.C1(C)C=CC(S(O)(=O)=O)=CC=1. (4) Given the product [F:26][CH:24]([F:25])[O:23][C:22]1[C:14]([C:10]([C:8]2[NH:7][C:6]3[CH:43]=[CH:44][C:3]([C:1]#[N:2])=[CH:4][C:5]=3[N:9]=2)([O:12][CH3:13])[CH3:11])=[C:15]2[C:19](=[C:20]([CH3:27])[CH:21]=1)[NH:18][CH:17]=[CH:16]2, predict the reactants needed to synthesize it. The reactants are: [C:1]([C:3]1[CH:44]=[CH:43][C:6]2[N:7](COCC[Si](C)(C)C)[C:8]([C:10]([C:14]3[C:22]([O:23][CH:24]([F:26])[F:25])=[CH:21][C:20]([CH3:27])=[C:19]4[C:15]=3[CH:16]=[CH:17][N:18]4C(OC(C)(C)C)=O)([O:12][CH3:13])[CH3:11])=[N:9][C:5]=2[CH:4]=1)#[N:2].C(C1C=CC2N=C(C(C3C(OC(F)F)=CC(C)=C4C=3C=CN4C(OC(C)(C)C)=O)(OC)C)N(COCC[Si](C)(C)C)C=2C=1)#N.C(N)CN.CCCC[N+](CCCC)(CCCC)CCCC.[F-]. (5) The reactants are: [C:1]([O:5][C:6]([N:8]1[C:12]([CH2:15][CH2:16][C:17]2[CH:22]=[CH:21][C:20]([O:23]CC3C=CC=CC=3)=[CH:19][CH:18]=2)([CH2:13][OH:14])[CH2:11][O:10][C:9]1([CH3:32])[CH3:31])=[O:7])([CH3:4])([CH3:3])[CH3:2]. Given the product [C:1]([O:5][C:6]([N:8]1[C:12]([CH2:13][OH:14])([CH2:15][CH2:16][C:17]2[CH:18]=[CH:19][C:20]([OH:23])=[CH:21][CH:22]=2)[CH2:11][O:10][C:9]1([CH3:32])[CH3:31])=[O:7])([CH3:4])([CH3:3])[CH3:2], predict the reactants needed to synthesize it. (6) Given the product [C:2]1([C:8]2([C:13]3[CH:18]=[CH:17][CH:16]=[CH:15][CH:14]=3)[CH2:12][CH2:11][N:10]([CH2:19][C:21]3[CH:36]=[CH:35][C:24]([O:25][C:26]4[CH:34]=[CH:33][C:29]([C:30]([NH2:32])=[O:31])=[CH:28][N:27]=4)=[CH:23][CH:22]=3)[CH2:9]2)[CH:3]=[CH:4][CH:5]=[CH:6][CH:7]=1, predict the reactants needed to synthesize it. The reactants are: Cl.[C:2]1([C:8]2([C:13]3[CH:18]=[CH:17][CH:16]=[CH:15][CH:14]=3)[CH2:12][CH2:11][NH:10][CH2:9]2)[CH:7]=[CH:6][CH:5]=[CH:4][CH:3]=1.[CH:19]([C:21]1[CH:36]=[CH:35][C:24]([O:25][C:26]2[CH:34]=[CH:33][C:29]([C:30]([NH2:32])=[O:31])=[CH:28][N:27]=2)=[CH:23][CH:22]=1)=O.C(O[BH-](OC(=O)C)OC(=O)C)(=O)C.[Na+].C(O)(=O)C. (7) Given the product [F:22][C:21]([F:23])([F:24])[C:18]1[CH:17]=[CH:16][C:15]([N:14]=[C:12]=[O:13])=[CH:20][CH:19]=1, predict the reactants needed to synthesize it. The reactants are: O=C1C2C(=CC=C(N[C:12]([NH:14][C:15]3[CH:20]=[CH:19][C:18]([C:21]([F:24])([F:23])[F:22])=[CH:17][CH:16]=3)=[O:13])C=2)N(CCC)N1.C(N1C2C(=CC([N+]([O-])=O)=CC=2)C(=O)N1)C=C.